Dataset: Peptide-MHC class II binding affinity with 134,281 pairs from IEDB. Task: Regression. Given a peptide amino acid sequence and an MHC pseudo amino acid sequence, predict their binding affinity value. This is MHC class II binding data. (1) The peptide sequence is LELQIVDKIDAAFKI. The MHC is DRB1_1501 with pseudo-sequence DRB1_1501. The binding affinity (normalized) is 0.559. (2) The peptide sequence is KNIPQPVRALLEGFL. The MHC is HLA-DQA10101-DQB10501 with pseudo-sequence HLA-DQA10101-DQB10501. The binding affinity (normalized) is 0.360. (3) The peptide sequence is YDNDNPYRTWHYCGS. The MHC is HLA-DQA10501-DQB10302 with pseudo-sequence HLA-DQA10501-DQB10302. The binding affinity (normalized) is 0.221.